Dataset: Reaction yield outcomes from USPTO patents with 853,638 reactions. Task: Predict the reaction yield, written as a fraction of the theoretical maximum amount of product (1.0 means a 100% yield; for example, 0.34 means a 34% yield). (1) The product is [CH3:1][O:2][C:3](=[O:47])[NH:4][CH:5]([C:9]([N:11]1[CH2:15][CH2:14][CH2:13][CH:12]1[C:16]1[NH:17][C:18]([C:21]2[CH:30]=[CH:29][C:28]3[C:23](=[CH:24][CH:25]=[C:26]([C:31]4[CH:36]=[CH:35][C:34]([C:37]5[NH:38][C:39]([C@@H:42]6[CH2:46][CH2:45][CH2:44][N:43]6[C:54](=[O:55])[CH:53]([NH:52][C:50]([O:49][CH3:48])=[O:51])[C:57]6[CH:62]=[CH:61][CH:60]=[CH:59][CH:58]=6)=[N:40][CH:41]=5)=[CH:33][CH:32]=4)[CH:27]=3)[CH:22]=2)=[CH:19][N:20]=1)=[O:10])[CH:6]([CH3:8])[CH3:7]. The reactants are [CH3:1][O:2][C:3](=[O:47])[NH:4][CH:5]([C:9]([N:11]1[CH2:15][CH2:14][CH2:13][CH:12]1[C:16]1[NH:17][C:18]([C:21]2[CH:30]=[CH:29][C:28]3[C:23](=[CH:24][CH:25]=[C:26]([C:31]4[CH:36]=[CH:35][C:34]([C:37]5[NH:38][C:39]([CH:42]6[CH2:46][CH2:45][CH2:44][NH:43]6)=[N:40][CH:41]=5)=[CH:33][CH:32]=4)[CH:27]=3)[CH:22]=2)=[CH:19][N:20]=1)=[O:10])[CH:6]([CH3:8])[CH3:7].[CH3:48][O:49][C:50]([NH:52][C@@H:53]([C:57]1[CH:62]=[CH:61][CH:60]=[CH:59][CH:58]=1)[C:54](O)=[O:55])=[O:51].CN(C(ON1N=NC2C=CC=NC1=2)=[N+](C)C)C.F[P-](F)(F)(F)(F)F.[O-]P([O-])([O-])=O.[K+].[K+].[K+]. The yield is 0.650. The catalyst is C(Cl)Cl. (2) The reactants are S(Cl)([Cl:4])(=O)=O.[CH3:6][N:7]1[C:11]([CH3:12])=[N:10][N:9]=[C:8]1[C:13]1[CH:18]=[CH:17][N:16]=[CH:15][CH:14]=1.C([O-])(O)=O.[Na+]. The catalyst is C(Cl)Cl.CN(C=O)C. The product is [Cl:4][CH2:12][C:11]1[N:7]([CH3:6])[C:8]([C:13]2[CH:18]=[CH:17][N:16]=[CH:15][CH:14]=2)=[N:9][N:10]=1. The yield is 0.230. (3) The reactants are [NH2:1][C:2]1([CH2:19][CH2:20][OH:21])[C:15]2[CH:14]=[C:13]([Cl:16])[N:12]=[C:11](F)[C:10]=2[O:9][C:8]2[C:3]1=[CH:4][C:5]([Br:18])=[CH:6][CH:7]=2.[N+:22]([C:25]1C=CC(C(N=C=S)=O)=CC=1)([O-])=O.C1(N=C=NC2CCCCC2)CCCCC1.[C:51](=O)([O-])[O-:52].[K+].[K+]. The catalyst is C1COCC1. The product is [Br:18][C:5]1[CH:4]=[C:3]2[C:2]3([CH2:19][CH2:20][O:21][C:25]([NH2:22])=[N:1]3)[C:15]3[CH:14]=[C:13]([Cl:16])[N:12]=[C:11]([O:52][CH3:51])[C:10]=3[O:9][C:8]2=[CH:7][CH:6]=1. The yield is 0.820. (4) The reactants are C(Cl)(=O)[C:2](Cl)=[O:3].[NH2:7][C:8]1[N:13]=[C:12]([O:14][CH2:15][C:16]([F:19])([F:18])[F:17])[CH:11]=[C:10]([O:20][CH2:21][C:22]([F:25])([F:24])[F:23])[N:9]=1.NC1N=CC=CN=1. The catalyst is O1CCOCC1. The product is [N:7]([C:8]1[N:9]=[C:10]([O:20][CH2:21][C:22]([F:25])([F:23])[F:24])[CH:11]=[C:12]([O:14][CH2:15][C:16]([F:18])([F:19])[F:17])[N:13]=1)=[C:2]=[O:3]. The yield is 0.820. (5) The reactants are Br[C:2]1[CH:3]=[C:4]2[C:8](=[C:9]([C:11]([NH2:13])=[O:12])[CH:10]=1)[NH:7][CH:6]=[C:5]2[CH2:14][CH:15]1[CH2:19][CH2:18][S:17](=[O:21])(=[O:20])[CH2:16]1.[C:22]1(B(O)O)[CH:27]=[CH:26][CH:25]=[CH:24][CH:23]=1.C(=O)([O-])[O-].[K+].[K+]. The catalyst is O1CCOCC1.O.C1C=CC(P(C2C=CC=CC=2)[C-]2C=CC=C2)=CC=1.C1C=CC(P(C2C=CC=CC=2)[C-]2C=CC=C2)=CC=1.Cl[Pd]Cl.[Fe+2]. The product is [O:20]=[S:17]1(=[O:21])[CH2:18][CH2:19][CH:15]([CH2:14][C:5]2[C:4]3[C:8](=[C:9]([C:11]([NH2:13])=[O:12])[CH:10]=[C:2]([C:22]4[CH:27]=[CH:26][CH:25]=[CH:24][CH:23]=4)[CH:3]=3)[NH:7][CH:6]=2)[CH2:16]1. The yield is 0.840. (6) The catalyst is CN(C=O)C.CN(C1C=CN=CC=1)C. The reactants are [CH3:1][N:2]1[C:10]2[C:5](=[CH:6][CH:7]=[C:8]([CH3:11])[CH:9]=2)[C:4]([C:12]2[N:17]=[C:16]3[C:18]([C:21]([OH:23])=O)=[CH:19][NH:20][C:15]3=[N:14][CH:13]=2)=[N:3]1.Cl.[CH:25]1([C:28]([NH2:31])([CH3:30])[CH3:29])[CH2:27][CH2:26]1.CCN=C=NCCCN(C)C.O. The yield is 0.250. The product is [CH:25]1([C:28]([NH:31][C:21]([C:18]2[C:16]3=[N:17][C:12]([C:4]4[C:5]5[C:10](=[CH:9][C:8]([CH3:11])=[CH:7][CH:6]=5)[N:2]([CH3:1])[N:3]=4)=[CH:13][N:14]=[C:15]3[NH:20][CH:19]=2)=[O:23])([CH3:30])[CH3:29])[CH2:27][CH2:26]1. (7) The reactants are [N+:1]([C:4]1[CH:9]=[CH:8][C:7]([O:10][C@H:11]([CH3:14])[CH2:12][CH3:13])=[CH:6][CH:5]=1)([O-])=O. The catalyst is CCOC(C)=O.CCO.[Pd]. The product is [CH3:14][C@@H:11]([O:10][C:7]1[CH:6]=[CH:5][C:4]([NH2:1])=[CH:9][CH:8]=1)[CH2:12][CH3:13]. The yield is 0.960.